Dataset: Catalyst prediction with 721,799 reactions and 888 catalyst types from USPTO. Task: Predict which catalyst facilitates the given reaction. (1) Reactant: C1C(=O)N([Cl:8])C(=O)C1.[C:9]([O:13][C:14]([N:16]1[CH2:21][CH2:20][N:19]([CH2:22][C:23]2[CH:28]=[C:27]([NH2:29])[C:26]([C:30]([O:32][CH2:33][CH3:34])=[O:31])=[CH:25][C:24]=2[C:35]([F:38])([F:37])[F:36])[CH2:18][CH2:17]1)=[O:15])([CH3:12])([CH3:11])[CH3:10].O. Product: [C:9]([O:13][C:14]([N:16]1[CH2:17][CH2:18][N:19]([CH2:22][C:23]2[C:24]([C:35]([F:37])([F:38])[F:36])=[CH:25][C:26]([C:30]([O:32][CH2:33][CH3:34])=[O:31])=[C:27]([NH2:29])[C:28]=2[Cl:8])[CH2:20][CH2:21]1)=[O:15])([CH3:10])([CH3:11])[CH3:12]. The catalyst class is: 3. (2) Reactant: [OH:1][C:2]1[CH:11]=[C:10]2[C:5]([C:6]([O:12][C:13]3[CH:14]=[CH:15][C:16]([NH:19][C:20]([C:22]4[C:23](=[O:35])[N:24]([C:29]5[CH:34]=[CH:33][CH:32]=[CH:31][CH:30]=5)[N:25]([CH3:28])[C:26]=4[CH3:27])=[O:21])=[N:17][CH:18]=3)=[CH:7][CH:8]=[N:9]2)=[CH:4][CH:3]=1.C(=O)([O-])[O-].[Cs+].[Cs+].CS(O[CH2:47][C@H:48]1[CH2:54][CH2:53][C:50]2([CH2:52][CH2:51]2)[O:49]1)(=O)=O. Product: [CH2:51]1[C:50]2([CH2:53][CH2:54][C@H:48]([CH2:47][O:1][C:2]3[CH:11]=[C:10]4[C:5]([C:6]([O:12][C:13]5[CH:14]=[CH:15][C:16]([NH:19][C:20]([C:22]6[C:23](=[O:35])[N:24]([C:29]7[CH:30]=[CH:31][CH:32]=[CH:33][CH:34]=7)[N:25]([CH3:28])[C:26]=6[CH3:27])=[O:21])=[N:17][CH:18]=5)=[CH:7][CH:8]=[N:9]4)=[CH:4][CH:3]=3)[O:49]2)[CH2:52]1. The catalyst class is: 44. (3) Reactant: [Cl:1][C:2]1[N:7]=[CH:6][C:5]([CH2:8][N:9]2[C:14]([CH3:15])=[CH:13][C:12](=[O:16])[N:11]3[N:17]=[C:18]([OH:20])[N:19]=[C:10]23)=[CH:4][CH:3]=1.[H-].[Na+].[CH3:23][O:24][CH2:25]Cl.O. Product: [Cl:1][C:2]1[N:7]=[CH:6][C:5]([CH2:8][N:9]2[C:14]([CH3:15])=[CH:13][C:12](=[O:16])[N:11]3[N:17]=[C:18]([O:20][CH2:23][O:24][CH3:25])[N:19]=[C:10]23)=[CH:4][CH:3]=1. The catalyst class is: 9. (4) The catalyst class is: 358. Product: [Cl:1][C:2]1[C:10]2[O:9][CH2:8][CH2:7][C:6]=2[C:5]([C@H:11]2[C@H:16]([OH:17])[C@@H:15]([OH:25])[C@H:14]([OH:33])[C@@H:13]([CH2:41][OH:42])[O:12]2)=[CH:4][C:3]=1[CH2:50][C:51]1[CH:52]=[CH:53][C:54]([O:57][CH3:58])=[CH:55][CH:56]=1. Reactant: [Cl:1][C:2]1[C:10]2[O:9][CH2:8][CH2:7][C:6]=2[C:5]([CH:11]2[C@H:16]([O:17]CC3C=CC=CC=3)[C@@H:15]([O:25]CC3C=CC=CC=3)[C@H:14]([O:33]CC3C=CC=CC=3)[C@@H:13]([CH2:41][O:42]CC3C=CC=CC=3)[O:12]2)=[CH:4][C:3]=1[CH2:50][C:51]1[CH:56]=[CH:55][C:54]([O:57][CH3:58])=[CH:53][CH:52]=1.